This data is from NCI-60 drug combinations with 297,098 pairs across 59 cell lines. The task is: Regression. Given two drug SMILES strings and cell line genomic features, predict the synergy score measuring deviation from expected non-interaction effect. (1) Drug 1: C1=NC(=NC(=O)N1C2C(C(C(O2)CO)O)O)N. Drug 2: C(CC(=O)O)C(=O)CN.Cl. Cell line: SK-MEL-5. Synergy scores: CSS=35.3, Synergy_ZIP=-5.81, Synergy_Bliss=0.178, Synergy_Loewe=-21.6, Synergy_HSA=2.80. (2) Drug 1: CCN(CC)CCNC(=O)C1=C(NC(=C1C)C=C2C3=C(C=CC(=C3)F)NC2=O)C. Drug 2: CC1CCCC2(C(O2)CC(NC(=O)CC(C(C(=O)C(C1O)C)(C)C)O)C(=CC3=CSC(=N3)C)C)C. Cell line: SN12C. Synergy scores: CSS=38.5, Synergy_ZIP=2.77, Synergy_Bliss=1.82, Synergy_Loewe=-19.4, Synergy_HSA=-0.0201. (3) Synergy scores: CSS=37.1, Synergy_ZIP=1.94, Synergy_Bliss=-2.79, Synergy_Loewe=-26.4, Synergy_HSA=-3.69. Drug 2: CC1=C(C(=CC=C1)Cl)NC(=O)C2=CN=C(S2)NC3=CC(=NC(=N3)C)N4CCN(CC4)CCO. Drug 1: CC1=C2C(C(=O)C3(C(CC4C(C3C(C(C2(C)C)(CC1OC(=O)C(C(C5=CC=CC=C5)NC(=O)OC(C)(C)C)O)O)OC(=O)C6=CC=CC=C6)(CO4)OC(=O)C)OC)C)OC. Cell line: MDA-MB-435. (4) Drug 1: CC12CCC3C(C1CCC2=O)CC(=C)C4=CC(=O)C=CC34C. Drug 2: CC=C1C(=O)NC(C(=O)OC2CC(=O)NC(C(=O)NC(CSSCCC=C2)C(=O)N1)C(C)C)C(C)C. Cell line: SW-620. Synergy scores: CSS=60.6, Synergy_ZIP=5.92, Synergy_Bliss=4.15, Synergy_Loewe=-12.0, Synergy_HSA=4.56. (5) Drug 1: CCCCCOC(=O)NC1=NC(=O)N(C=C1F)C2C(C(C(O2)C)O)O. Drug 2: C1C(C(OC1N2C=NC3=C2NC=NCC3O)CO)O. Cell line: IGROV1. Synergy scores: CSS=-1.52, Synergy_ZIP=0.949, Synergy_Bliss=-1.20, Synergy_Loewe=-1.44, Synergy_HSA=-3.23.